Task: Regression. Given a peptide amino acid sequence and an MHC pseudo amino acid sequence, predict their binding affinity value. This is MHC class II binding data.. Dataset: Peptide-MHC class II binding affinity with 134,281 pairs from IEDB The MHC is DRB5_0101 with pseudo-sequence DRB5_0101. The binding affinity (normalized) is 0.0913. The peptide sequence is MATTLPVQRHPRSLF.